Dataset: Full USPTO retrosynthesis dataset with 1.9M reactions from patents (1976-2016). Task: Predict the reactants needed to synthesize the given product. (1) Given the product [NH2:4][C:46](=[O:48])[CH2:45][CH:43]1[CH2:44][N:41]([C:39]([O:38][C:34]([CH3:37])([CH3:36])[CH3:35])=[O:40])[CH2:42]1, predict the reactants needed to synthesize it. The reactants are: C1C[N:4]([P+](ON2N=NC3C=CC=CC2=3)(N2CCCC2)N2CCCC2)CC1.F[P-](F)(F)(F)(F)F.[C:34]([O:38][C:39]([N:41]1[CH2:44][CH:43]([CH2:45][C:46]([OH:48])=O)[CH2:42]1)=[O:40])([CH3:37])([CH3:36])[CH3:35]. (2) Given the product [F:110][C:109]([F:112])([F:111])[C:107]([OH:113])=[O:108].[NH2:97][CH:94]([CH2:93][C:92]([F:106])([F:105])[F:91])[CH2:95][O:13][C:12]1[CH:11]=[CH:10][C:9]([NH:14][C:15](=[O:25])[C:16]2[CH:21]=[CH:20][C:19]([O:22][CH3:23])=[CH:18][C:17]=2[F:24])=[CH:8][C:7]=1[C:6]1[N:5]([CH3:26])[N:4]=[CH:3][C:2]=1[Cl:1], predict the reactants needed to synthesize it. The reactants are: [Cl:1][C:2]1[CH:3]=[N:4][N:5]([CH3:26])[C:6]=1[C:7]1[CH:8]=[C:9]([NH:14][C:15](=[O:25])[C:16]2[CH:21]=[CH:20][C:19]([O:22][CH3:23])=[CH:18][C:17]=2[F:24])[CH:10]=[CH:11][C:12]=1[OH:13].C1(P(C2C=CC=CC=2)C2C=CC=CC=2)C=CC=CC=1.ClC1C=NN(C)C=1C1C=C(NC(=O)C2C=CC(OC)=CC=2F)C=CC=1O.C1COCC1.CC(OC(/N=N/C(OC(C)C)=O)=O)C.[F:91][C:92]([F:106])([F:105])[CH2:93][CH:94]([NH:97]C(=O)OC(C)(C)C)[CH2:95]O.[C:107]([OH:113])([C:109]([F:112])([F:111])[F:110])=[O:108]. (3) Given the product [CH3:50][O:51][C:22](=[O:23])[CH2:21][CH2:20][CH2:19][CH2:34][NH:33][C:13]([C:6]1[C:7]2[C:12](=[CH:11][CH:10]=[CH:9][CH:8]=2)[C:3]([N:2]([CH3:1])[CH3:16])=[CH:4][CH:5]=1)=[O:15], predict the reactants needed to synthesize it. The reactants are: [CH3:1][N:2]([CH3:16])[C:3]1[C:12]2[C:7](=[CH:8][CH:9]=[CH:10][CH:11]=2)[C:6]([C:13]([OH:15])=O)=[CH:5][CH:4]=1.ON1[C:22](=[O:23])[CH2:21][CH2:20][C:19]1=O.C1(N=C=[N:33][CH:34]2CCCCC2)CCCCC1.C1(/C=C/C=C/[C:50](Cl)=[O:51])C=CC=CC=1.C(N(CC)CC)C. (4) Given the product [CH2:23]([O:27][CH2:28][CH2:29][O:30][C:31]1[CH:32]=[CH:33][C:34]([C:2]2[CH:3]=[CH:4][C:5]([N:16]3[CH2:20][CH:19]([CH3:21])[CH:18]([CH3:22])[CH2:17]3)=[C:6](/[CH:8]=[C:9](\[CH3:15])/[C:10]([O:12][CH2:13][CH3:14])=[O:11])[CH:7]=2)=[CH:35][CH:36]=1)[CH2:24][CH2:25][CH3:26], predict the reactants needed to synthesize it. The reactants are: Br[C:2]1[CH:3]=[CH:4][C:5]([N:16]2[CH2:20][CH:19]([CH3:21])[CH:18]([CH3:22])[CH2:17]2)=[C:6](/[CH:8]=[C:9](\[CH3:15])/[C:10]([O:12][CH2:13][CH3:14])=[O:11])[CH:7]=1.[CH2:23]([O:27][CH2:28][CH2:29][O:30][C:31]1[CH:36]=[CH:35][C:34](OB(O)O)=[CH:33][CH:32]=1)[CH2:24][CH2:25][CH3:26].C(=O)([O-])[O-].[K+].[K+]. (5) Given the product [C:4]([Si:1]([O:8][CH2:9][C:10]1[C:15]2[CH:16]=[C:17]([CH3:21])[CH2:18][CH2:19][CH2:20][C:14]=2[CH:13]=[CH:12][CH:11]=1)([CH3:3])[CH3:2])([CH3:7])([CH3:5])[CH3:6], predict the reactants needed to synthesize it. The reactants are: [Si:1]([O:8][CH2:9][C:10]1[C:15]2[CH:16](O)[CH:17]([CH3:21])[CH2:18][CH2:19][CH2:20][C:14]=2[CH:13]=[CH:12][CH:11]=1)([C:4]([CH3:7])([CH3:6])[CH3:5])([CH3:3])[CH3:2].C(N(CC)CC)C.CS(Cl)(=O)=O.[Cl-].[Li+].C1CCN2C(=NCCC2)CC1. (6) Given the product [OH:1][C:2]1[CH:7]=[CH:6][C:5]([O:8][CH2:15][CH2:14][O:13][CH3:12])=[CH:4][C:3]=1[C:9](=[O:11])[CH3:10], predict the reactants needed to synthesize it. The reactants are: [OH:1][C:2]1[CH:7]=[CH:6][C:5]([OH:8])=[CH:4][C:3]=1[C:9](=[O:11])[CH3:10].[CH3:12][O:13][CH2:14][CH2:15]Br.C(=O)([O-])[O-].[K+].[K+]. (7) Given the product [CH2:1]([NH:8][C@@H:9]1[CH2:14][CH2:13][C@H:12]([NH:15][C:16]2[N+:17]([O-:23])=[CH:18][CH:19]=[C:20]([N:24]([CH3:26])[CH3:25])[CH:21]=2)[CH2:11][CH2:10]1)[C:2]1[CH:7]=[CH:6][CH:5]=[CH:4][CH:3]=1, predict the reactants needed to synthesize it. The reactants are: [CH2:1]([NH:8][C@H:9]1[CH2:14][CH2:13][C@@H:12]([NH:15][C:16]2[CH:21]=[C:20](Cl)[CH:19]=[CH:18][N+:17]=2[O-:23])[CH2:11][CH2:10]1)[C:2]1[CH:7]=[CH:6][CH:5]=[CH:4][CH:3]=1.[NH:24]([CH3:26])[CH3:25].C(O)CCC.C([O-])(O)=O.[Na+]. (8) Given the product [NH2:2][CH2:1][C:3]1[CH:4]=[CH:5][C:6]([NH:9][C:10]([NH:12][CH2:13][CH2:14][CH2:15][CH2:16][N:17]([CH2:21][CH2:22][CH3:23])[CH2:18][CH2:19][CH3:20])=[O:11])=[C:7]([CH3:30])[CH:8]=1, predict the reactants needed to synthesize it. The reactants are: [C:1]([C:3]1[CH:8]=[CH:7][C:6]([NH:9][C:10]([NH:12][CH2:13][CH2:14][CH2:15][CH2:16][N:17]([CH2:21][CH2:22][CH3:23])[CH2:18][CH2:19][CH3:20])=[O:11])=[CH:5][CH:4]=1)#[N:2].[H-].[Al+3].[Li+].[H-].[H-].[H-].[C:30](OCC)(=O)C.C(C(C(C([O-])=O)O)O)([O-])=O.[Na+].[K+]. (9) Given the product [CH2:1]([O:3][C:4]([C@@H:5]1[C@H:19]([C:20]2[CH:25]=[CH:24][CH:23]=[CH:22][CH:21]=2)[C@H:6]1[C:7]1[CH:12]=[CH:11][CH:10]=[CH:9][C:8]=1[N+:13]([O-:15])=[O:14])=[O:16])[CH3:2], predict the reactants needed to synthesize it. The reactants are: [CH2:1]([O:3][C:4](=[O:16])/[CH:5]=[CH:6]/[C:7]1[CH:12]=[CH:11][CH:10]=[CH:9][C:8]=1[N+:13]([O-:15])=[O:14])[CH3:2].[SH3+].[Br-].[CH2:19]([S+]1CCCC1)[C:20]1[CH:25]=[CH:24][CH:23]=[CH:22][CH:21]=1.[Li+].C[Si]([N-][Si](C)(C)C)(C)C.